This data is from Reaction yield outcomes from USPTO patents with 853,638 reactions. The task is: Predict the reaction yield, written as a fraction of the theoretical maximum amount of product (1.0 means a 100% yield; for example, 0.34 means a 34% yield). The reactants are [Cl:1][C:2]1[CH:7]=[C:6]([N+]([O-])=O)[CH:5]=[CH:4][N:3]=1.[CH3:11][O:12][CH2:13][CH2:14][OH:15].CC([O-])(C)C.[K+]. No catalyst specified. The product is [Cl:1][C:2]1[CH:7]=[C:6]([O:15][CH2:14][CH2:13][O:12][CH3:11])[CH:5]=[CH:4][N:3]=1. The yield is 0.970.